Dataset: NCI-60 drug combinations with 297,098 pairs across 59 cell lines. Task: Regression. Given two drug SMILES strings and cell line genomic features, predict the synergy score measuring deviation from expected non-interaction effect. (1) Drug 1: CC1=C(C=C(C=C1)C(=O)NC2=CC(=CC(=C2)C(F)(F)F)N3C=C(N=C3)C)NC4=NC=CC(=N4)C5=CN=CC=C5. Drug 2: CC1=C(N=C(N=C1N)C(CC(=O)N)NCC(C(=O)N)N)C(=O)NC(C(C2=CN=CN2)OC3C(C(C(C(O3)CO)O)O)OC4C(C(C(C(O4)CO)O)OC(=O)N)O)C(=O)NC(C)C(C(C)C(=O)NC(C(C)O)C(=O)NCCC5=NC(=CS5)C6=NC(=CS6)C(=O)NCCC[S+](C)C)O. Cell line: NCI-H226. Synergy scores: CSS=20.0, Synergy_ZIP=-5.51, Synergy_Bliss=1.94, Synergy_Loewe=-8.30, Synergy_HSA=-0.903. (2) Drug 1: CCCS(=O)(=O)NC1=C(C(=C(C=C1)F)C(=O)C2=CNC3=C2C=C(C=N3)C4=CC=C(C=C4)Cl)F. Drug 2: CC1CCC2CC(C(=CC=CC=CC(CC(C(=O)C(C(C(=CC(C(=O)CC(OC(=O)C3CCCCN3C(=O)C(=O)C1(O2)O)C(C)CC4CCC(C(C4)OC)O)C)C)O)OC)C)C)C)OC. Cell line: MALME-3M. Synergy scores: CSS=64.8, Synergy_ZIP=4.91, Synergy_Bliss=3.77, Synergy_Loewe=8.53, Synergy_HSA=9.42. (3) Drug 1: C1=NC2=C(N1)C(=S)N=CN2. Drug 2: CC1=C(C(=O)C2=C(C1=O)N3CC4C(C3(C2COC(=O)N)OC)N4)N. Cell line: SW-620. Synergy scores: CSS=30.7, Synergy_ZIP=-2.66, Synergy_Bliss=-1.64, Synergy_Loewe=-7.07, Synergy_HSA=0.589.